Predict which catalyst facilitates the given reaction. From a dataset of Catalyst prediction with 721,799 reactions and 888 catalyst types from USPTO. (1) Reactant: C(OC([N:8]1[CH2:13][CH2:12][CH:11]([NH:14][C:15]2[CH:20]=[CH:19][C:18]([S:21](=[O:35])(=[O:34])[N:22]([C:27]3[CH:32]=[CH:31][C:30]([F:33])=[CH:29][CH:28]=3)[CH2:23][CH:24]([CH3:26])[CH3:25])=[CH:17][N:16]=2)[CH2:10][CH2:9]1)=O)(C)(C)C.C(O)(C(F)(F)F)=O. Product: [F:33][C:30]1[CH:31]=[CH:32][C:27]([N:22]([CH2:23][CH:24]([CH3:26])[CH3:25])[S:21]([C:18]2[CH:17]=[N:16][C:15]([NH:14][CH:11]3[CH2:12][CH2:13][NH:8][CH2:9][CH2:10]3)=[CH:20][CH:19]=2)(=[O:35])=[O:34])=[CH:28][CH:29]=1. The catalyst class is: 2. (2) Reactant: [C:1]1([CH3:28])[CH:6]=[CH:5][C:4]([C:7]([C@:9]([C:25]([OH:27])=[O:26])([OH:24])[C@:10]([C:15]([C:17]2[CH:22]=[CH:21][C:20]([CH3:23])=[CH:19][CH:18]=2)=[O:16])([OH:14])[C:11]([OH:13])=[O:12])=[O:8])=[CH:3][CH:2]=1.[CH3:29][CH:30]([CH3:46])[CH2:31][CH:32]([NH2:45])[C:33]1[CH:38]=[CH:37][CH:36]=[CH:35][C:34]=1[N:39]1[CH2:44][CH2:43][CH2:42][CH2:41][CH2:40]1. Product: [C:1]1([CH3:28])[CH:6]=[CH:5][C:4]([C:7]([C@:9]([C:25]([OH:27])=[O:26])([OH:24])[C@:10]([C:15]([C:17]2[CH:18]=[CH:19][C:20]([CH3:23])=[CH:21][CH:22]=2)=[O:16])([OH:14])[C:11]([OH:13])=[O:12])=[O:8])=[CH:3][CH:2]=1.[CH3:29][CH:30]([CH3:46])[CH2:31][C@H:32]([NH2:45])[C:33]1[CH:38]=[CH:37][CH:36]=[CH:35][C:34]=1[N:39]1[CH2:44][CH2:43][CH2:42][CH2:41][CH2:40]1. The catalyst class is: 5. (3) Reactant: [O:1]=[C:2]1[CH2:6][CH2:5][N:4]([C:7]([O:9][C:10]([CH3:13])([CH3:12])[CH3:11])=[O:8])[CH2:3]1.Br[CH2:15][CH:16]=[C:17]([CH3:19])[CH3:18].[Cl-].[NH4+].O1CCCC1. Product: [CH3:18][C:17]([C:2]1([OH:1])[CH2:6][CH2:5][N:4]([C:7]([O:9][C:10]([CH3:13])([CH3:12])[CH3:11])=[O:8])[CH2:3]1)([CH3:19])[CH:16]=[CH2:15]. The catalyst class is: 401. (4) Reactant: [CH3:1][CH:2]([C:6]1[CH:14]=[CH:13][C:9]([C:10]([OH:12])=O)=[CH:8][CH:7]=1)[CH2:3][CH2:4][CH3:5].Cl.CN(C)CCCN=C=NCC.ON1C2C=CC=CC=2N=N1.[NH2:37][CH2:38][C:39]1[C:40]([OH:47])=[N:41][C:42]([CH3:46])=[CH:43][C:44]=1[CH3:45]. Product: [OH:47][C:40]1[C:39]([CH2:38][NH:37][C:10](=[O:12])[C:9]2[CH:8]=[CH:7][C:6]([CH:2]([CH2:3][CH2:4][CH3:5])[CH3:1])=[CH:14][CH:13]=2)=[C:44]([CH3:45])[CH:43]=[C:42]([CH3:46])[N:41]=1. The catalyst class is: 236.